This data is from Forward reaction prediction with 1.9M reactions from USPTO patents (1976-2016). The task is: Predict the product of the given reaction. (1) Given the reactants [H-].[Na+].N#N.[CH2:5]([OH:12])[C:6]1[CH:11]=[CH:10][CH:9]=[CH:8][CH:7]=1.Cl[C:14]1[N:22]=[C:21]([NH2:23])[N:20]=[C:19]2[C:15]=1[NH:16][CH:17]=[N:18]2, predict the reaction product. The product is: [CH2:5]([O:12][C:14]1[N:22]=[C:21]([NH2:23])[N:20]=[C:19]2[C:15]=1[NH:16][CH:17]=[N:18]2)[C:6]1[CH:11]=[CH:10][CH:9]=[CH:8][CH:7]=1. (2) Given the reactants [NH2:1][C@@H:2]([C:6]1[CH:11]=[CH:10][C:9]([Cl:12])=[C:8]([Cl:13])[CH:7]=1)[CH2:3][CH2:4][OH:5].[OH-].[Na+].C1COCC1.[CH3:21][C:22]([O:25][C:26](O[C:26]([O:25][C:22]([CH3:24])([CH3:23])[CH3:21])=[O:27])=[O:27])([CH3:24])[CH3:23], predict the reaction product. The product is: [Cl:13][C:8]1[CH:7]=[C:6]([C@H:2]([NH:1][C:26](=[O:27])[O:25][C:22]([CH3:24])([CH3:23])[CH3:21])[CH2:3][CH2:4][OH:5])[CH:11]=[CH:10][C:9]=1[Cl:12]. (3) Given the reactants [Cl:1][C:2]1[CH:3]=[CH:4][C:5]([N+:31]([O-])=O)=[C:6]([NH:8][C:9]2[N:17]=[C:16]3[C:12]([NH:13][C:14](=[O:24])[N:15]3[CH:18]3[CH2:23][CH2:22][O:21][CH2:20][CH2:19]3)=[C:11]([C:25]3[CH:30]=[CH:29][N:28]=[CH:27][CH:26]=3)[N:10]=2)[CH:7]=1.C(O)(=O)C.O.[OH-].[NH4+], predict the reaction product. The product is: [NH2:31][C:5]1[CH:4]=[CH:3][C:2]([Cl:1])=[CH:7][C:6]=1[NH:8][C:9]1[N:17]=[C:16]2[C:12]([NH:13][C:14](=[O:24])[N:15]2[CH:18]2[CH2:23][CH2:22][O:21][CH2:20][CH2:19]2)=[C:11]([C:25]2[CH:26]=[CH:27][N:28]=[CH:29][CH:30]=2)[N:10]=1. (4) Given the reactants Cl.F[C:3]1[CH:4]=[C:5]([S:10]([NH:13][C:14]2[C:23]3[C:18](=[CH:19][CH:20]=[CH:21][CH:22]=3)[C:17]([N:24]3[CH2:30][CH2:29][CH2:28][N:27]([CH3:31])[CH2:26][CH2:25]3)=[CH:16][CH:15]=2)(=[O:12])=[O:11])[CH:6]=[CH:7][C:8]=1F.C1(S([Cl:41])(=O)=O)C=CC=CC=1, predict the reaction product. The product is: [ClH:41].[CH2:28]([N:27]1[CH2:31][CH2:30][N:24]([C:17]2[C:18]3[C:23](=[CH:22][CH:21]=[CH:20][CH:19]=3)[C:14]([NH:13][S:10]([C:5]3[CH:6]=[CH:7][CH:8]=[CH:3][CH:4]=3)(=[O:12])=[O:11])=[CH:15][CH:16]=2)[CH2:25][CH2:26]1)[CH3:29]. (5) Given the reactants [Br:1][C:2]1[CH:11]=[CH:10][C:5]([C:6]([NH:8][NH2:9])=[O:7])=[CH:4][CH:3]=1.N1C=CC=CC=1.[C:18]([C:22]1[CH:30]=[CH:29][C:25]([C:26](Cl)=[O:27])=[CH:24][CH:23]=1)([CH3:21])([CH3:20])[CH3:19], predict the reaction product. The product is: [Br:1][C:2]1[CH:11]=[CH:10][C:5]([C:6]([NH:8][NH:9][C:26](=[O:27])[C:25]2[CH:29]=[CH:30][C:22]([C:18]([CH3:20])([CH3:19])[CH3:21])=[CH:23][CH:24]=2)=[O:7])=[CH:4][CH:3]=1. (6) Given the reactants [OH:1][C:2]1[C:15]2[C:14](=[O:16])[C:13]3[C:8](=[CH:9][CH:10]=[CH:11][CH:12]=3)[S:7][C:6]=2[C:5]([OH:17])=[CH:4][CH:3]=1.C(=O)([O-])[O-].[K+].[K+].[CH3:24][N:25]([CH2:29][CH2:30]Cl)[CH2:26][CH2:27][Cl:28].Cl.O, predict the reaction product. The product is: [Cl:28][CH2:27][CH2:26][N:25]([CH2:29][CH2:30][O:1][C:2]1[C:15]2[C:14](=[O:16])[C:13]3[C:8](=[CH:9][CH:10]=[CH:11][CH:12]=3)[S:7][C:6]=2[C:5]([OH:17])=[CH:4][CH:3]=1)[CH3:24].